Predict the reaction yield, written as a fraction of the theoretical maximum amount of product (1.0 means a 100% yield; for example, 0.34 means a 34% yield). From a dataset of Reaction yield outcomes from USPTO patents with 853,638 reactions. The reactants are [F:1][C:2]([F:40])([F:39])[C:3]1[CH:38]=[CH:37][C:6]([CH2:7][NH:8][C:9]2[N:14]=[CH:13][C:12]([C:15]([C:18]3[C:26]4[C:21](=[N:22][CH:23]=[CH:24][CH:25]=4)[N:20]([Si](C(C)C)(C(C)C)C(C)C)[CH:19]=3)(O)[CH3:16])=[CH:11][CH:10]=2)=[CH:5][CH:4]=1.FC(F)(F)C(O)=O.C([SiH](CC)CC)C. The catalyst is C(#N)C. The product is [NH:20]1[C:21]2=[N:22][CH:23]=[CH:24][CH:25]=[C:26]2[C:18]([C:15]([C:12]2[CH:11]=[CH:10][C:9]([NH:8][CH2:7][C:6]3[CH:5]=[CH:4][C:3]([C:2]([F:1])([F:40])[F:39])=[CH:38][CH:37]=3)=[N:14][CH:13]=2)=[CH2:16])=[CH:19]1. The yield is 0.500.